Dataset: Catalyst prediction with 721,799 reactions and 888 catalyst types from USPTO. Task: Predict which catalyst facilitates the given reaction. Reactant: Br[C:2]1[N:7]2[N:8]=[C:9]([CH2:19][O:20][CH3:21])[C:10]([NH:11][C:12](=[O:18])[O:13][C:14]([CH3:17])([CH3:16])[CH3:15])=[C:6]2[CH:5]=[CH:4][CH:3]=1.O.[CH3:23][O:24][C:25]1[CH:30]=[C:29]([CH2:31][O:32][CH3:33])[CH:28]=[C:27]([O:34][CH3:35])[C:26]=1OB(O)O.O.O.O.O.O.O.O.O.[OH-].[Ba+2].[OH-]. Product: [CH3:35][O:34][C:27]1[CH:28]=[C:29]([CH2:31][O:32][CH3:33])[CH:30]=[C:25]([O:24][CH3:23])[C:26]=1[C:2]1[N:7]2[N:8]=[C:9]([CH2:19][O:20][CH3:21])[C:10]([NH:11][C:12](=[O:18])[O:13][C:14]([CH3:17])([CH3:16])[CH3:15])=[C:6]2[CH:5]=[CH:4][CH:3]=1. The catalyst class is: 104.